This data is from Full USPTO retrosynthesis dataset with 1.9M reactions from patents (1976-2016). The task is: Predict the reactants needed to synthesize the given product. Given the product [N:9]1([C:16]2[N:21]=[C:20]([CH:22]3[CH2:24][CH2:23]3)[N:19]=[C:18]([NH:25][CH:26]3[CH2:28][CH2:27]3)[C:17]=2[Br:1])[CH2:15][CH2:14][CH2:13][CH2:12][CH2:11][CH2:10]1, predict the reactants needed to synthesize it. The reactants are: [Br:1]N1C(=O)CCC1=O.[N:9]1([C:16]2[N:21]=[C:20]([CH:22]3[CH2:24][CH2:23]3)[N:19]=[C:18]([NH:25][CH:26]3[CH2:28][CH2:27]3)[CH:17]=2)[CH2:15][CH2:14][CH2:13][CH2:12][CH2:11][CH2:10]1.